Dataset: Forward reaction prediction with 1.9M reactions from USPTO patents (1976-2016). Task: Predict the product of the given reaction. (1) The product is: [N:2]12[CH2:9][CH2:8][CH:5]([CH2:6][CH2:7]1)[C@@H:4]([NH:10][C:11]([C:13]1[S:14][C:15]3[CH:21]=[C:20]([C:25]#[C:24][CH2:23][OH:26])[CH:19]=[CH:18][C:16]=3[CH:17]=1)=[O:12])[CH2:3]2. Given the reactants Cl.[N:2]12[CH2:9][CH2:8][CH:5]([CH2:6][CH2:7]1)[C@@H:4]([NH:10][C:11]([C:13]1[S:14][C:15]3[CH:21]=[C:20](Br)[CH:19]=[CH:18][C:16]=3[CH:17]=1)=[O:12])[CH2:3]2.[CH2:23]([OH:26])[C:24]#[CH:25], predict the reaction product. (2) Given the reactants Cl.Cl.Cl.[N+:4]([C:7]1[CH:48]=[CH:47][C:10]([C:11]([O:13][C@H:14]2[C:18]3[N:19]=[CH:20][N:21]=[C:22]([N:23]4[C:43]5[C:38](=[C:39]([CH2:44][NH2:45])[CH:40]=[CH:41][CH:42]=5)[C:25]5([CH2:30][CH2:29][N:28]([CH2:31][C:32]6[CH:37]=[CH:36][CH:35]=[CH:34][CH:33]=6)[CH2:27][CH2:26]5)[CH2:24]4)[C:17]=3[C@H:16]([CH3:46])[CH2:15]2)=[O:12])=[CH:9][CH:8]=1)([O-:6])=[O:5].[CH3:49][C:50]([CH3:52])=O, predict the reaction product. The product is: [N+:4]([C:7]1[CH:8]=[CH:9][C:10]([C:11]([O:13][C@H:14]2[C:18]3[N:19]=[CH:20][N:21]=[C:22]([N:23]4[C:43]5[C:38](=[C:39]([CH2:44][NH:45][CH:50]([CH3:52])[CH3:49])[CH:40]=[CH:41][CH:42]=5)[C:25]5([CH2:30][CH2:29][N:28]([CH2:31][C:32]6[CH:37]=[CH:36][CH:35]=[CH:34][CH:33]=6)[CH2:27][CH2:26]5)[CH2:24]4)[C:17]=3[C@H:16]([CH3:46])[CH2:15]2)=[O:12])=[CH:47][CH:48]=1)([O-:6])=[O:5]. (3) Given the reactants C(OC(=O)[NH:10][CH2:11][CH2:12][NH:13][C:14]([CH:16]1[CH2:20][CH2:19][N:18]([C:21]2[C:26]([Br:27])=[CH:25][N:24]=[CH:23][C:22]=2[Br:28])[CH2:17]1)=[O:15])C1C=CC=CC=1.I[Si](C)(C)C, predict the reaction product. The product is: [NH2:10][CH2:11][CH2:12][NH:13][C:14]([CH:16]1[CH2:20][CH2:19][N:18]([C:21]2[C:22]([Br:28])=[CH:23][N:24]=[CH:25][C:26]=2[Br:27])[CH2:17]1)=[O:15]. (4) Given the reactants [CH3:1][C:2]1[CH:3]=[C:4]2[C:8](=[CH:9][CH:10]=1)[NH:7][C:6]([C:11]([OH:13])=O)=[CH:5]2.S(Cl)(Cl)=O.C(Cl)(Cl)Cl.[NH3:22], predict the reaction product. The product is: [CH3:1][C:2]1[CH:3]=[C:4]2[C:8](=[CH:9][CH:10]=1)[NH:7][C:6]([C:11]([NH2:22])=[O:13])=[CH:5]2. (5) Given the reactants B(O)(O)[C:2]1[CH:3]=[CH:4][C:5]([CH3:8])=[CH:6][CH:7]=1.Br[C:12]1[S:13][C:14]([C:17]2[CH:22]=[CH:21][C:20]([CH2:23][CH2:24][CH2:25][CH2:26][CH3:27])=[C:19]([F:28])[CH:18]=2)=[CH:15][CH:16]=1.C(=O)([O-])O.[Na+].C1(C)C=CC=CC=1, predict the reaction product. The product is: [F:28][C:19]1[CH:18]=[C:17]([C:14]2[S:13][C:12]([C:2]3[CH:7]=[CH:6][C:5]([CH3:8])=[CH:4][CH:3]=3)=[CH:16][CH:15]=2)[CH:22]=[CH:21][C:20]=1[CH2:23][CH2:24][CH2:25][CH2:26][CH3:27]. (6) Given the reactants [NH2:1][C:2]1[C:6]([C:7]([N:9]2[CH2:14][CH2:13][N:12]([C@H:15]([C:18]3[CH:23]=[CH:22][CH:21]=[CH:20][CH:19]=3)[CH2:16][OH:17])[CH2:11][C@H:10]2[CH3:24])=[O:8])=[CH:5][NH:4][N:3]=1.[CH3:25][O:26][C:27]1[CH:28]=[C:29]2[C:34](=[CH:35][CH:36]=1)[C:33](=O)[CH:32]([C:38](=O)[C:39]([F:42])([F:41])[F:40])[CH2:31][CH2:30]2.CO, predict the reaction product. The product is: [CH3:25][O:26][C:27]1[CH:36]=[CH:35][C:34]2[C:33]3[C:32](=[C:38]([C:39]([F:41])([F:40])[F:42])[N:3]4[N:4]=[CH:5][C:6]([C:7]([N:9]5[CH2:14][CH2:13][N:12]([C@H:15]([C:18]6[CH:23]=[CH:22][CH:21]=[CH:20][CH:19]=6)[CH2:16][OH:17])[CH2:11][C@H:10]5[CH3:24])=[O:8])=[C:2]4[N:1]=3)[CH2:31][CH2:30][C:29]=2[CH:28]=1. (7) Given the reactants [OH:1][CH2:2][C@@H:3]([N:10]([CH3:22])[C:11]([CH:13]1[CH:15]([C:16]2[CH:21]=[CH:20][CH:19]=[CH:18][CH:17]=2)[O:14]1)=[O:12])[C:4]1[CH:9]=[CH:8][CH:7]=[CH:6][CH:5]=1.[Mg+2].[I-].[I-].[Cl-].[NH4+].O, predict the reaction product. The product is: [OH:14][C@@H:13]1[C@@H:15]([C:16]2[CH:21]=[CH:20][CH:19]=[CH:18][CH:17]=2)[O:1][CH2:2][C@@H:3]([C:4]2[CH:9]=[CH:8][CH:7]=[CH:6][CH:5]=2)[N:10]([CH3:22])[C:11]1=[O:12].